Dataset: Forward reaction prediction with 1.9M reactions from USPTO patents (1976-2016). Task: Predict the product of the given reaction. (1) The product is: [CH3:1][O:2][CH2:3][CH:4]([NH:6][C:7]1[CH:14]=[C:13]([NH:15][C:16]2[CH:17]=[C:18]([O:26][CH3:27])[C:19]([O:24][CH3:25])=[C:20]([O:22][CH3:23])[CH:21]=2)[CH:12]=[CH:11][C:8]=1[C:9]([NH2:10])=[O:28])[CH3:5]. Given the reactants [CH3:1][O:2][CH2:3][CH:4]([NH:6][C:7]1[CH:14]=[C:13]([NH:15][C:16]2[CH:21]=[C:20]([O:22][CH3:23])[C:19]([O:24][CH3:25])=[C:18]([O:26][CH3:27])[CH:17]=2)[CH:12]=[CH:11][C:8]=1[C:9]#[N:10])[CH3:5].[OH-:28].[K+].OO, predict the reaction product. (2) Given the reactants [F:1][CH:2]([F:24])[C:3]1[N:8]2[N:9]=[CH:10][C:11]([C:12]#[CH:13])=[C:7]2[N:6]=[C:5]([C:14]2[CH:19]=[CH:18][C:17]([C:20]([F:23])([F:22])[F:21])=[CH:16][CH:15]=2)[CH:4]=1.[N:25]1[CH:30]=[CH:29][CH:28]=[C:27]([CH2:31][NH:32][S:33]([C:36]2[S:37][C:38](Br)=[CH:39][CH:40]=2)(=[O:35])=[O:34])[CH:26]=1, predict the reaction product. The product is: [N:25]1[CH:30]=[CH:29][CH:28]=[C:27]([CH2:31][NH:32][S:33]([C:36]2[S:37][C:38]([C:13]#[C:12][C:11]3[CH:10]=[N:9][N:8]4[C:3]([CH:2]([F:1])[F:24])=[CH:4][C:5]([C:14]5[CH:19]=[CH:18][C:17]([C:20]([F:23])([F:22])[F:21])=[CH:16][CH:15]=5)=[N:6][C:7]=34)=[CH:39][CH:40]=2)(=[O:35])=[O:34])[CH:26]=1.